This data is from Full USPTO retrosynthesis dataset with 1.9M reactions from patents (1976-2016). The task is: Predict the reactants needed to synthesize the given product. (1) The reactants are: [F:1][C:2]1[CH:7]=[C:6](I)[CH:5]=[CH:4][N:3]=1.[CH3:9][O:10][C:11]1[CH:16]=[CH:15][CH:14]=[CH:13][C:12]=1B(O)O.C([O-])([O-])=O.[K+].[K+]. Given the product [F:1][C:2]1[CH:7]=[C:6]([C:12]2[CH:13]=[CH:14][CH:15]=[CH:16][C:11]=2[O:10][CH3:9])[CH:5]=[CH:4][N:3]=1, predict the reactants needed to synthesize it. (2) Given the product [CH3:1][C:2]1[S:3][C:4]2[C:10]3[N:38]=[C:36]([NH:35][C:32]4[CH:31]=[CH:30][C:29]([N:23]5[CH2:28][CH2:27][O:26][CH2:25][CH2:24]5)=[CH:34][CH:33]=4)[N:37]=[CH:12][C:9]=3[CH2:8][CH2:7][C:5]=2[N:6]=1, predict the reactants needed to synthesize it. The reactants are: [CH3:1][C:2]1[S:3][C:4]2[C:10](=O)[C:9](=[CH:12]N3CCOCC3)[CH2:8][CH2:7][C:5]=2[N:6]=1.[N+]([O-])(O)=O.[N:23]1([C:29]2[CH:34]=[CH:33][C:32]([NH:35][C:36]([NH2:38])=[NH:37])=[CH:31][CH:30]=2)[CH2:28][CH2:27][O:26][CH2:25][CH2:24]1.[OH-].[Na+].